From a dataset of Full USPTO retrosynthesis dataset with 1.9M reactions from patents (1976-2016). Predict the reactants needed to synthesize the given product. (1) Given the product [C:17]([O:21][C:22]([NH:1][CH:2]([C:6]1[CH:11]=[CH:10][C:9]([O:12][CH3:13])=[C:8]([F:14])[CH:7]=1)[C:3]([OH:5])=[O:4])=[O:23])([CH3:20])([CH3:19])[CH3:18], predict the reactants needed to synthesize it. The reactants are: [NH2:1][CH:2]([C:6]1[CH:11]=[CH:10][C:9]([O:12][CH3:13])=[C:8]([F:14])[CH:7]=1)[C:3]([OH:5])=[O:4].[OH-].[Na+].[C:17]([O:21][C:22](O[C:22]([O:21][C:17]([CH3:20])([CH3:19])[CH3:18])=[O:23])=[O:23])([CH3:20])([CH3:19])[CH3:18]. (2) Given the product [CH2:11]([NH:12][C:27](=[O:28])[CH:18]=[CH2:19])[CH2:10][CH2:9][CH2:8][CH2:7][CH2:6][CH2:5][CH2:4][CH2:3][CH2:2][NH:1][C:20](=[O:23])[CH:21]=[CH2:22], predict the reactants needed to synthesize it. The reactants are: [NH2:1][CH2:2][CH2:3][CH2:4][CH2:5][CH2:6][CH2:7][CH2:8][CH2:9][CH2:10][CH2:11][NH2:12].C(N([CH2:18][CH3:19])CC)C.[C:20](Cl)(=[O:23])[CH:21]=[CH2:22].O.C[C:27](C)=[O:28]. (3) Given the product [F:36][C:9]1[CH:8]=[C:7]([C:6]2[S:47][C:1]([CH3:2])=[N:4][N:5]=2)[CH:12]=[CH:11][C:10]=1[O:13][C:14]1[CH:19]=[C:18]([C:20]2[NH:21][C:22]([C:25]3[S:26][CH:27]=[CH:28][N:29]=3)=[CH:23][CH:24]=2)[CH:17]=[C:16]([O:30][C@@H:31]([CH3:35])[CH2:32][O:33][CH3:34])[CH:15]=1, predict the reactants needed to synthesize it. The reactants are: [C:1]([NH:4][NH:5][C:6](=O)[C:7]1[CH:12]=[CH:11][C:10]([O:13][C:14]2[CH:19]=[C:18]([C:20]3[NH:21][C:22]([C:25]4[S:26][CH:27]=[CH:28][N:29]=4)=[CH:23][CH:24]=3)[CH:17]=[C:16]([O:30][C@@H:31]([CH3:35])[CH2:32][O:33][CH3:34])[CH:15]=2)=[C:9]([F:36])[CH:8]=1)(=O)[CH3:2].COC1C=CC(P2(=S)SP(=S)(C3C=CC(OC)=CC=3)[S:47]2)=CC=1.N1C=CC=CC=1. (4) Given the product [CH2:34]([O:29][C:28](=[O:30])[C:27]1[CH:26]=[CH:25][C:24]([NH:23][C:21]([C:18]2[CH:19]=[CH:20][C:15]3[O:14][CH2:13][CH2:12][N:11]([S:8]([C:4]4[CH:5]=[CH:6][CH:7]=[C:2]([Cl:1])[CH:3]=4)(=[O:10])=[O:9])[C:16]=3[CH:17]=2)=[O:22])=[CH:32][CH:31]=1)[CH3:39], predict the reactants needed to synthesize it. The reactants are: [Cl:1][C:2]1[CH:3]=[C:4]([S:8]([N:11]2[C:16]3[CH:17]=[C:18]([C:21]([NH:23][C:24]4[CH:32]=[CH:31][C:27]([C:28]([OH:30])=[O:29])=[CH:26][CH:25]=4)=[O:22])[CH:19]=[CH:20][C:15]=3[O:14][CH2:13][CH2:12]2)(=[O:10])=[O:9])[CH:5]=[CH:6][CH:7]=1.Cl[C:34]1C=C(S(Cl)(=O)=O)C=C[CH:39]=1. (5) Given the product [CH2:45]([N:52]1[CH2:57][CH2:56][CH:55]([NH:58][C:37]([NH:20][C:19]2[CH:21]=[CH:22][C:16]([O:15][C:6]3[C:5]4[C:10](=[CH:11][C:12]([O:13][CH3:14])=[C:3]([O:2][CH3:1])[CH:4]=4)[N:9]=[CH:8][CH:7]=3)=[CH:17][C:18]=2[N+:23]([O-:25])=[O:24])=[O:43])[CH2:54][CH2:53]1)[C:46]1[CH:47]=[CH:48][CH:49]=[CH:50][CH:51]=1, predict the reactants needed to synthesize it. The reactants are: [CH3:1][O:2][C:3]1[CH:4]=[C:5]2[C:10](=[CH:11][C:12]=1[O:13][CH3:14])[N:9]=[CH:8][CH:7]=[C:6]2[O:15][C:16]1[CH:22]=[CH:21][C:19]([NH2:20])=[C:18]([N+:23]([O-:25])=[O:24])[CH:17]=1.C(N(CC)CC)C.ClC(Cl)(O[C:37](=[O:43])OC(Cl)(Cl)Cl)Cl.[CH2:45]([N:52]1[CH2:57][CH2:56][CH:55]([NH2:58])[CH2:54][CH2:53]1)[C:46]1[CH:51]=[CH:50][CH:49]=[CH:48][CH:47]=1. (6) Given the product [Cl:8][C:9]1[N:14]=[C:13]([S:15][CH3:16])[N:12]=[C:11]([NH:17][C:5](=[O:7])[CH3:6])[CH:10]=1, predict the reactants needed to synthesize it. The reactants are: C(O[C:5](=[O:7])[CH3:6])(=O)C.[Cl:8][C:9]1[N:14]=[C:13]([S:15][CH3:16])[N:12]=[C:11]([NH2:17])[CH:10]=1. (7) Given the product [CH:14]1([CH2:13][CH:9]([N:6]2[C:7](=[O:8])[CH:2]=[C:3]([OH:19])[CH:4]=[N:5]2)[C:10]([OH:12])=[O:11])[CH2:18][CH2:17][CH2:16][CH2:15]1, predict the reactants needed to synthesize it. The reactants are: Cl[C:2]1[C:7](=[O:8])[N:6]([CH:9]([CH2:13][CH:14]2[CH2:18][CH2:17][CH2:16][CH2:15]2)[C:10]([OH:12])=[O:11])[N:5]=[CH:4][C:3]=1[OH:19].C([O-])=O.[NH4+]. (8) Given the product [Br:1][C:2]1[CH:3]=[CH:4][C:5]([CH3:11])=[C:6]([CH:10]=1)[C:7]([NH:18][C:19]1[C:29]([CH3:28])=[C:38]([CH:39]=[CH:21][C:20]=1[CH3:31])[C:42]([O:41][CH3:40])=[O:14])=[O:9], predict the reactants needed to synthesize it. The reactants are: [Br:1][C:2]1[CH:3]=[CH:4][C:5]([CH3:11])=[C:6]([CH:10]=1)[C:7]([OH:9])=O.C(Cl)(=O)C(Cl)=[O:14].[NH2:18][C:19]1[C:29](C)=[CH:28]C(C(OCC)=O)=[CH:21][C:20]=1[CH3:31].N1C=CC=CC=1.[CH2:38]1[CH2:42][O:41][CH2:40][CH2:39]1.